From a dataset of NCI-60 drug combinations with 297,098 pairs across 59 cell lines. Regression. Given two drug SMILES strings and cell line genomic features, predict the synergy score measuring deviation from expected non-interaction effect. (1) Drug 1: C1=CC(=CC=C1C#N)C(C2=CC=C(C=C2)C#N)N3C=NC=N3. Drug 2: C1=NC(=NC(=O)N1C2C(C(C(O2)CO)O)O)N. Cell line: OVCAR-8. Synergy scores: CSS=35.6, Synergy_ZIP=8.27, Synergy_Bliss=5.17, Synergy_Loewe=0.0343, Synergy_HSA=1.01. (2) Drug 1: C1CC(=O)NC(=O)C1N2CC3=C(C2=O)C=CC=C3N. Drug 2: CCCCCOC(=O)NC1=NC(=O)N(C=C1F)C2C(C(C(O2)C)O)O. Cell line: A549. Synergy scores: CSS=9.07, Synergy_ZIP=0.575, Synergy_Bliss=3.79, Synergy_Loewe=1.39, Synergy_HSA=2.79. (3) Drug 1: CC12CCC3C(C1CCC2O)C(CC4=C3C=CC(=C4)O)CCCCCCCCCS(=O)CCCC(C(F)(F)F)(F)F. Drug 2: CNC(=O)C1=NC=CC(=C1)OC2=CC=C(C=C2)NC(=O)NC3=CC(=C(C=C3)Cl)C(F)(F)F. Cell line: MOLT-4. Synergy scores: CSS=0.00250, Synergy_ZIP=1.92, Synergy_Bliss=2.21, Synergy_Loewe=-0.486, Synergy_HSA=-0.00577. (4) Drug 1: C1CCC(C1)C(CC#N)N2C=C(C=N2)C3=C4C=CNC4=NC=N3. Drug 2: CCC1(C2=C(COC1=O)C(=O)N3CC4=CC5=C(C=CC(=C5CN(C)C)O)N=C4C3=C2)O.Cl. Cell line: DU-145. Synergy scores: CSS=29.4, Synergy_ZIP=0.0262, Synergy_Bliss=0.433, Synergy_Loewe=-24.1, Synergy_HSA=1.12.